From a dataset of Reaction yield outcomes from USPTO patents with 853,638 reactions. Predict the reaction yield, written as a fraction of the theoretical maximum amount of product (1.0 means a 100% yield; for example, 0.34 means a 34% yield). (1) The reactants are [C:1]([O:5][C:6](=[O:19])[NH:7][C:8]1[CH:13]=[CH:12][C:11]([CH:14]([CH2:17][NH2:18])[CH2:15][NH2:16])=[CH:10][CH:9]=1)([CH3:4])([CH3:3])[CH3:2].[S:20](N)(N)(=[O:22])=[O:21]. The catalyst is N1C=CC=CC=1. The product is [C:1]([O:5][C:6](=[O:19])[NH:7][C:8]1[CH:13]=[CH:12][C:11]([CH:14]2[CH2:15][NH:16][S:20](=[O:22])(=[O:21])[NH:18][CH2:17]2)=[CH:10][CH:9]=1)([CH3:4])([CH3:2])[CH3:3]. The yield is 0.640. (2) The product is [Cl:1][C:2]1[N:7]=[C:6]([CH2:8][C:9]([C:11]2[CH:16]=[CH:15][C:14]([F:17])=[CH:13][CH:12]=2)=[N:19][OH:20])[CH:5]=[CH:4][CH:3]=1. The reactants are [Cl:1][C:2]1[N:7]=[C:6]([CH2:8][C:9]([C:11]2[CH:16]=[CH:15][C:14]([F:17])=[CH:13][CH:12]=2)=O)[CH:5]=[CH:4][CH:3]=1.Cl.[NH2:19][OH:20].[OH-].[Na+]. The yield is 0.860. The catalyst is CO. (3) The reactants are [C:1]([C:4]1[C:5]2[N:6]([CH:36]=[CH:37][N:38]=2)[C:7]([NH:21][CH2:22][CH:23]2[CH2:28][CH2:27][CH2:26][N:25](C(OC(C)(C)C)=O)[CH2:24]2)=[N:8][C:9]=1[NH:10][C:11]1[CH:16]=[C:15]([O:17][CH3:18])[CH:14]=[C:13]([O:19][CH3:20])[CH:12]=1)(=[O:3])[NH2:2]. The catalyst is Cl.CO. The product is [CH3:18][O:17][C:15]1[CH:16]=[C:11]([NH:10][C:9]2[N:8]=[C:7]([NH:21][CH2:22][CH:23]3[CH2:28][CH2:27][CH2:26][NH:25][CH2:24]3)[N:6]3[CH:36]=[CH:37][N:38]=[C:5]3[C:4]=2[C:1]([NH2:2])=[O:3])[CH:12]=[C:13]([O:19][CH3:20])[CH:14]=1. The yield is 0.820. (4) The reactants are [C:1]([O:4][C@H:5]1[C@@H:11]([O:12][C:13](=[O:15])[CH3:14])[C@H:10]([O:16][C:17](=[O:19])[CH3:18])[C@@H:9]([CH2:20][O:21][C:22](=[O:24])[CH3:23])[O:8][C@@H:6]1[OH:7])(=[O:3])[CH3:2].[Cl:25][C:26]([Cl:30])([Cl:29])[C:27]#[N:28].C(=O)([O-])[O-].[Cs+].[Cs+]. The catalyst is ClCCl. The product is [Cl:25][C:26]([Cl:30])([Cl:29])[C:27](=[NH:28])[O:7][C@H:6]1[O:8][C@H:9]([CH2:20][O:21][C:22](=[O:24])[CH3:23])[C@@H:10]([O:16][C:17](=[O:19])[CH3:18])[C@H:11]([O:12][C:13](=[O:15])[CH3:14])[C@@H:5]1[O:4][C:1](=[O:3])[CH3:2]. The yield is 0.960. (5) The reactants are [NH2:1][C:2]1[S:3][C:4]2[C:10]([N+:11]([O-:13])=[O:12])=[C:9]([O:14][C:15]3[CH:16]=[C:17]([NH:21][C:22](=[O:34])[C:23]4[CH:28]=[CH:27][CH:26]=[C:25]([C:29]([C:32]#[N:33])([CH3:31])[CH3:30])[CH:24]=4)[CH:18]=[CH:19][CH:20]=3)[CH:8]=[CH:7][C:5]=2[N:6]=1.Cl[CH2:36][C:37](Cl)=[O:38].C(N(CC)CC)C.[CH3:47][N:48]1[CH2:53][CH2:52][NH:51][CH2:50][CH2:49]1. The catalyst is CC(N(C)C)=O.C(OCC)(=O)C. The product is [C:32]([C:29]([C:25]1[CH:24]=[C:23]([CH:28]=[CH:27][CH:26]=1)[C:22]([NH:21][C:17]1[CH:18]=[CH:19][CH:20]=[C:15]([O:14][C:9]2[CH:8]=[CH:7][C:5]3[N:6]=[C:2]([NH:1][C:37](=[O:38])[CH2:36][N:51]4[CH2:52][CH2:53][N:48]([CH3:47])[CH2:49][CH2:50]4)[S:3][C:4]=3[C:10]=2[N+:11]([O-:13])=[O:12])[CH:16]=1)=[O:34])([CH3:30])[CH3:31])#[N:33]. The yield is 0.840. (6) The reactants are Cl[C:2]1[N:11]=[C:10]([NH:12][CH2:13][CH:14]([C:21]2[CH:26]=[CH:25][CH:24]=[CH:23][CH:22]=2)[C:15]2[CH:20]=[CH:19][CH:18]=[CH:17][CH:16]=2)[C:9]2[C:4](=[CH:5][CH:6]=[CH:7][CH:8]=2)[N:3]=1.[NH:27]1[C:35]2[CH:34]=[CH:33][CH:32]=[C:31](B(O)O)[C:30]=2[CH:29]=[N:28]1.C(NC1C2C(=CC=CC=2)N=C(C2SC3C=CC=CC=3C=2)N=1)(C1C=CC=CC=1)C1C=CC=CC=1. The catalyst is C1CCCCC1.CCOC(C)=O. The product is [C:15]1([CH:14]([C:21]2[CH:26]=[CH:25][CH:24]=[CH:23][CH:22]=2)[CH2:13][NH:12][C:10]2[C:9]3[C:4](=[CH:5][CH:6]=[CH:7][CH:8]=3)[N:3]=[C:2]([C:31]3[CH:32]=[CH:33][CH:34]=[C:35]4[C:30]=3[CH:29]=[N:28][NH:27]4)[N:11]=2)[CH:20]=[CH:19][CH:18]=[CH:17][CH:16]=1. The yield is 0.300. (7) The reactants are [CH3:1][C:2]1[N:7]=[C:6]2[S:8][C:9]3[CH2:14][CH2:13][CH2:12][CH2:11][C:10]=3[C:5]2=[C:4]([C:15]2[CH:20]=[CH:19][C:18](OC(F)(F)F)=[CH:17][CH:16]=2)[C:3]=1[CH2:26][C:27]([O:29][CH3:30])=[O:28].[Li+].C[Si]([N-][Si](C)(C)C)(C)C.[CH2:41]1[CH2:45]OC[CH2:42]1.I[CH2:47][CH2:48][CH3:49]. The catalyst is CN(C=O)C. The product is [CH3:1][C:2]1[N:7]=[C:6]2[S:8][C:9]3[CH2:14][CH2:13][CH2:12][CH2:11][C:10]=3[C:5]2=[C:4]([C:15]2[C:20]3[C:2](=[CH:16][CH:17]=[CH:18][CH:19]=3)[N:7]([CH2:47][CH2:48][CH3:49])[C:6]=2[CH3:5])[C:3]=1[CH:26]([CH2:42][CH2:41][CH3:45])[C:27]([O:29][CH3:30])=[O:28]. The yield is 0.500. (8) The reactants are [F:1][C:2]([F:12])([F:11])[O:3][C:4]1[CH:5]=[C:6]([OH:10])[CH:7]=[CH:8][CH:9]=1.S(=O)(=O)(O)O.O[CH2:19][NH:20][C:21](=[O:24])[CH2:22][Cl:23].[OH-].[K+]. The catalyst is C(O)(=O)C. The product is [Cl:23][CH2:22][C:21]([NH:20][CH2:19][C:7]1[CH:8]=[CH:9][C:4]([O:3][C:2]([F:11])([F:12])[F:1])=[CH:5][C:6]=1[OH:10])=[O:24]. The yield is 0.338. (9) The reactants are CON(C)[C:4]([C:6]1[N:7]=[N:8][CH:9]=[CH:10][CH:11]=1)=[O:5].[CH3:13]C(O)=O.OO. The catalyst is C1COCC1. The product is [N:8]1[CH:9]=[CH:10][CH:11]=[C:6]([CH:4]([OH:5])[CH3:13])[N:7]=1. The yield is 0.350.